This data is from NCI-60 drug combinations with 297,098 pairs across 59 cell lines. The task is: Regression. Given two drug SMILES strings and cell line genomic features, predict the synergy score measuring deviation from expected non-interaction effect. Drug 1: CC1C(C(=O)NC(C(=O)N2CCCC2C(=O)N(CC(=O)N(C(C(=O)O1)C(C)C)C)C)C(C)C)NC(=O)C3=C4C(=C(C=C3)C)OC5=C(C(=O)C(=C(C5=N4)C(=O)NC6C(OC(=O)C(N(C(=O)CN(C(=O)C7CCCN7C(=O)C(NC6=O)C(C)C)C)C)C(C)C)C)N)C. Drug 2: CN(CCCl)CCCl.Cl. Cell line: HL-60(TB). Synergy scores: CSS=70.3, Synergy_ZIP=-2.49, Synergy_Bliss=-2.29, Synergy_Loewe=-6.54, Synergy_HSA=-0.281.